Task: Predict the reactants needed to synthesize the given product.. Dataset: Full USPTO retrosynthesis dataset with 1.9M reactions from patents (1976-2016) Given the product [CH:21]1([NH:24][CH2:25][C@@H:26]2[C@H:30]([F:31])[CH2:29][N:28]([C:11]3[C:10]([F:13])=[C:9]4[C:4]([C:5](=[O:20])[C:6]([C:17]([OH:19])=[O:18])=[CH:7][N:8]4[CH2:14][CH2:15][F:16])=[CH:3][C:2]=3[F:1])[CH2:27]2)[CH2:23][CH2:22]1, predict the reactants needed to synthesize it. The reactants are: [F:1][C:2]1[CH:3]=[C:4]2[C:9](=[C:10]([F:13])[C:11]=1F)[N:8]([CH2:14][CH2:15][F:16])[CH:7]=[C:6]([C:17]([OH:19])=[O:18])[C:5]2=[O:20].[CH:21]1([NH:24][CH2:25][C@@H:26]2[C@H:30]([F:31])[CH2:29][NH:28][CH2:27]2)[CH2:23][CH2:22]1.